From a dataset of Catalyst prediction with 721,799 reactions and 888 catalyst types from USPTO. Predict which catalyst facilitates the given reaction. (1) Reactant: [Cl:1][C:2]1[CH:3]=[C:4]2[C:8](=[C:9]([NH:11][CH:12]3[CH2:16][CH2:15][CH2:14][CH2:13]3)[CH:10]=1)[NH:7][C:6]([C@H:17]1[CH2:21][O:20]C(C)(C)[NH:18]1)=[CH:5]2.C(O)(C(F)(F)F)=O. Product: [NH2:18][C@@H:17]([C:6]1[NH:7][C:8]2[C:4]([CH:5]=1)=[CH:3][C:2]([Cl:1])=[CH:10][C:9]=2[NH:11][CH:12]1[CH2:16][CH2:15][CH2:14][CH2:13]1)[CH2:21][OH:20]. The catalyst class is: 5. (2) Reactant: C1(S([C:10](=[CH:13][C:14]2[CH:19]=[CH:18][N:17]=[C:16]([C:20]3[N:21]=[CH:22][N:23]([CH3:37])[C:24]=3[C:25]3[CH:30]=[CH:29][C:28]([F:31])=[CH:27][C:26]=3[O:32][CH2:33][CH:34]3[CH2:36][CH2:35]3)[CH:15]=2)[C:11]#[N:12])(=O)=O)C=CC=CC=1.[N-:38]=[N+:39]=[N-:40].[Na+].Cl.[OH-].[Na+]. Product: [CH:34]1([CH2:33][O:32][C:26]2[CH:27]=[C:28]([F:31])[CH:29]=[CH:30][C:25]=2[C:24]2[N:23]([CH3:37])[CH:22]=[N:21][C:20]=2[C:16]2[CH:15]=[C:14]([C:13]3[N:38]=[N:39][NH:40][C:10]=3[C:11]#[N:12])[CH:19]=[CH:18][N:17]=2)[CH2:35][CH2:36]1. The catalyst class is: 3. (3) Reactant: [CH2:1]([O:3][C:4](=[O:14])[CH2:5][CH2:6][C:7]1[CH:12]=[CH:11][CH:10]=[C:9]([OH:13])[CH:8]=1)[CH3:2].S(Cl)([Cl:18])(=O)=O. Product: [CH2:1]([O:3][C:4](=[O:14])[CH2:5][CH2:6][C:7]1[CH:8]=[C:9]([OH:13])[CH:10]=[CH:11][C:12]=1[Cl:18])[CH3:2]. The catalyst class is: 27. (4) Reactant: Br[C:2]1[C:3]([CH3:21])=[C:4]([NH:9][S:10]([C:13]2[CH:18]=[CH:17][C:16]([F:19])=[CH:15][C:14]=2[F:20])(=[O:12])=[O:11])[C:5]([Cl:8])=[N:6][CH:7]=1.[CH3:22][C:23]1([CH3:39])[C:27]([CH3:29])([CH3:28])[O:26][B:25]([B:25]2[O:26][C:27]([CH3:29])([CH3:28])[C:23]([CH3:39])([CH3:22])[O:24]2)[O:24]1.CC([O-])=O.[K+]. Product: [Cl:8][C:5]1[C:4]([NH:9][S:10]([C:13]2[CH:18]=[CH:17][C:16]([F:19])=[CH:15][C:14]=2[F:20])(=[O:12])=[O:11])=[C:3]([CH3:21])[C:2]([B:25]2[O:26][C:27]([CH3:29])([CH3:28])[C:23]([CH3:39])([CH3:22])[O:24]2)=[CH:7][N:6]=1. The catalyst class is: 75. (5) Reactant: [NH:1]1[CH2:6][CH2:5][CH:4]([OH:7])[CH2:3][CH2:2]1.Cl[C:9]1[CH:14]=[CH:13][CH:12]=[CH:11][N:10]=1.CCN(C(C)C)C(C)C. Product: [N:1]1([C:9]2[CH:14]=[CH:13][CH:12]=[CH:11][N:10]=2)[CH2:6][CH2:5][CH:4]([OH:7])[CH2:3][CH2:2]1. The catalyst class is: 32. (6) Reactant: [CH2:1]([C:3]1[CH2:4][C:5]2[C:10]([CH:11]=1)=[C:9]([CH2:12][CH3:13])[CH:8]=[CH:7][CH:6]=2)[CH3:2].[Li][CH2:15][CH2:16][CH2:17][CH3:18].C([Cu])#N.Cl[Si:23]1(Cl)[CH2:26][CH2:25][CH2:24]1.CCO[CH2:31][CH3:32]. Product: [CH2:1]([C:3]1[CH:4]([Si:23]2([CH:15]3[C:2]4[C:18](=[C:10]([CH2:9][CH3:8])[CH:11]=[CH:3][CH:1]=4)[CH:17]=[C:16]3[CH2:31][CH3:32])[CH2:26][CH2:25][CH2:24]2)[C:5]2[C:10]([CH:11]=1)=[C:9]([CH2:12][CH3:13])[CH:8]=[CH:7][CH:6]=2)[CH3:2]. The catalyst class is: 90.